Dataset: Catalyst prediction with 721,799 reactions and 888 catalyst types from USPTO. Task: Predict which catalyst facilitates the given reaction. (1) Reactant: [N:1]1[N:2]=[C:3]([C:19]2[CH:27]=[CH:26][C:22]([C:23](O)=[O:24])=[CH:21][CH:20]=2)[N:4]2[C:10]=1[C:9]1[CH:11]=[CH:12][CH:13]=[CH:14][C:8]=1[NH:7][C:6]1[N:15]=[CH:16][CH:17]=[CH:18][C:5]2=1.CN(C(ON1N=NC2C=CC=CC1=2)=[N+](C)C)C.F[P-](F)(F)(F)(F)F.C(N(CC)CC)C.[NH:59]1[CH2:64][CH2:63][CH:62]([NH:65][C:66](=[O:72])[O:67][C:68]([CH3:71])([CH3:70])[CH3:69])[CH2:61][CH2:60]1. Product: [N:1]1[N:2]=[C:3]([C:19]2[CH:27]=[CH:26][C:22]([C:23]([N:59]3[CH2:60][CH2:61][CH:62]([NH:65][C:66](=[O:72])[O:67][C:68]([CH3:69])([CH3:71])[CH3:70])[CH2:63][CH2:64]3)=[O:24])=[CH:21][CH:20]=2)[N:4]2[C:10]=1[C:9]1[CH:11]=[CH:12][CH:13]=[CH:14][C:8]=1[NH:7][C:6]1[N:15]=[CH:16][CH:17]=[CH:18][C:5]2=1. The catalyst class is: 39. (2) Reactant: F[C:2]1[CH:9]=[C:8]([F:10])[CH:7]=[CH:6][C:3]=1[C:4]#[N:5].[CH3:11][S-:12]. Product: [F:10][C:8]1[CH:7]=[CH:6][C:3]([C:4]#[N:5])=[C:2]([S:12][CH3:11])[CH:9]=1. The catalyst class is: 2. (3) Reactant: [F:1][C:2]1[CH:7]=[CH:6][C:5]([C:8]2[N:9]=[C:10]3[CH:15]=[CH:14][C:13]([N:16]4[CH2:21][CH2:20][O:19][CH2:18][CH2:17]4)=[CH:12][N:11]3[C:22]=2[C:23]2[CH:24]=[CH:25][C:26]3[N:27]([CH:29]=[C:30]([NH:32]C(=O)C)[N:31]=3)[N:28]=2)=[CH:4][CH:3]=1.Cl.O1CCOCC1. Product: [F:1][C:2]1[CH:7]=[CH:6][C:5]([C:8]2[N:9]=[C:10]3[CH:15]=[CH:14][C:13]([N:16]4[CH2:21][CH2:20][O:19][CH2:18][CH2:17]4)=[CH:12][N:11]3[C:22]=2[C:23]2[CH:24]=[CH:25][C:26]3[N:27]([CH:29]=[C:30]([NH2:32])[N:31]=3)[N:28]=2)=[CH:4][CH:3]=1. The catalyst class is: 5. (4) Reactant: [NH2:1][C:2]1[CH:3]=[CH:4][C:5]([CH3:29])=[C:6]([NH:8][C:9](=[O:28])[N:10]([C:12]2[CH:17]=[C:16]([NH:18][C:19]3[CH:24]=[CH:23][CH:22]=[C:21]([N:25]([CH3:27])[CH3:26])[CH:20]=3)[N:15]=[CH:14][N:13]=2)[CH3:11])[CH:7]=1.[F:30][C:31]([F:42])([F:41])[C:32]1[CH:33]=[C:34]([CH:38]=[CH:39][CH:40]=1)[C:35](Cl)=[O:36].CCN(C(C)C)C(C)C. Product: [CH3:26][N:25]([CH3:27])[C:21]1[CH:20]=[C:19]([NH:18][C:16]2[N:15]=[CH:14][N:13]=[C:12]([N:10]([CH3:11])[C:9](=[O:28])[NH:8][C:6]3[CH:7]=[C:2]([NH:1][C:35](=[O:36])[C:34]4[CH:38]=[CH:39][CH:40]=[C:32]([C:31]([F:30])([F:41])[F:42])[CH:33]=4)[CH:3]=[CH:4][C:5]=3[CH3:29])[CH:17]=2)[CH:24]=[CH:23][CH:22]=1. The catalyst class is: 3. (5) Reactant: [OH:1][CH2:2][C@@H:3]([C@@H:5](/[CH:7]=[CH:8]/[CH2:9][CH2:10][CH2:11][CH2:12][CH2:13][CH2:14][CH2:15][CH2:16][CH2:17][CH2:18][CH2:19][CH2:20][CH3:21])[OH:6])[NH2:4]. Product: [CH3:21][CH2:20][CH2:19][CH2:18][CH2:17][CH2:16][CH2:15][CH2:14][CH2:13][CH2:12][CH2:11][CH2:10][CH2:9]/[CH:8]=[CH:7]/[C@@H:5]([OH:6])[C@@H:3]([NH:4][C:2]([CH2:3][CH2:5][CH2:7][CH2:8][CH3:9])=[O:1])[CH2:2][OH:1]. The catalyst class is: 4. (6) Reactant: Cl.Cl.[I:3][C:4]1[C:12]2[C:7](=[N:8][CH:9]=[N:10][C:11]=2[NH2:13])[N:6]([CH:14]2[CH2:19][CH2:18][CH2:17][NH:16][CH2:15]2)[N:5]=1.[CH:20]1[C:32]2[CH:31]([CH2:33][O:34][C:35]([N:37]([CH3:44])[C:38]([CH3:43])([CH3:42])[C:39](O)=[O:40])=[O:36])[C:30]3[C:25](=[CH:26][CH:27]=[CH:28][CH:29]=3)[C:24]=2[CH:23]=[CH:22][CH:21]=1.Cl.CN(C)CCCN=C=NCC.C(N(CC)C(C)C)(C)C.ON1C2N=CC=CC=2N=N1. Product: [NH2:13][C:11]1[N:10]=[CH:9][N:8]=[C:7]2[N:6]([CH:14]3[CH2:19][CH2:18][CH2:17][N:16]([C:39](=[O:40])[C:38]([N:37]([CH3:44])[C:35](=[O:36])[O:34][CH2:33][CH:31]4[C:30]5[CH:29]=[CH:28][CH:27]=[CH:26][C:25]=5[C:24]5[C:32]4=[CH:20][CH:21]=[CH:22][CH:23]=5)([CH3:43])[CH3:42])[CH2:15]3)[N:5]=[C:4]([I:3])[C:12]=12. The catalyst class is: 4. (7) Reactant: [CH3:1][C@H:2]([OH:6])[CH2:3][CH2:4][CH3:5].C(N(CC)CC)C.[CH3:14][S:15](Cl)(=[O:17])=[O:16].[Cl-].[NH4+]. Product: [CH3:14][S:15]([O:6][C@H:2]([CH2:3][CH2:4][CH3:5])[CH3:1])(=[O:17])=[O:16]. The catalyst class is: 229. (8) Reactant: CN(C([O:8]N1N=NC2C=CC=NC1=2)=[N+](C)C)C.F[P-](F)(F)(F)(F)F.[NH2:25][C@H:26]([CH2:30][C@H:31]([NH:47][C:48]([C:50]1[N:51]=[N:52][NH:53][CH:54]=1)=[O:49])[CH2:32][C:33]1[CH:38]=[CH:37][C:36]([C:39]2[CH:44]=[C:43]([Cl:45])[CH:42]=[CH:41][C:40]=2[F:46])=[CH:35][CH:34]=1)[C:27]([OH:29])=[O:28].[CH3:55][CH2:56][N:57](C(C)C)C(C)C. Product: [NH2:57][CH2:56][C:55]([NH:25][C@H:26]([CH2:30][C@H:31]([NH:47][C:48]([C:50]1[N:51]=[N:52][NH:53][CH:54]=1)=[O:49])[CH2:32][C:33]1[CH:34]=[CH:35][C:36]([C:39]2[CH:44]=[C:43]([Cl:45])[CH:42]=[CH:41][C:40]=2[F:46])=[CH:37][CH:38]=1)[C:27]([OH:29])=[O:28])=[O:8]. The catalyst class is: 3.